Dataset: Full USPTO retrosynthesis dataset with 1.9M reactions from patents (1976-2016). Task: Predict the reactants needed to synthesize the given product. (1) Given the product [OH:19][C@@H:16]1[CH2:15][CH2:14][C@H:13]([CH2:12][C:23]#[N:24])[CH2:18][CH2:17]1, predict the reactants needed to synthesize it. The reactants are: CC1C=CC(S(O[CH2:12][C@H:13]2[CH2:18][CH2:17][C@@H:16]([OH:19])[CH2:15][CH2:14]2)(=O)=O)=CC=1.[C-]#N.[Na+].[CH3:23][N:24](C=O)C. (2) Given the product [Br:7][C:8]1[C:9]([O:27][C:24]2[CH:25]=[CH:26][C:21]([Cl:20])=[C:22]([C:28]([F:31])([F:29])[F:30])[CH:23]=2)=[N:10][CH:11]=[C:12]([N+:15]([O-:17])=[O:16])[C:13]=1[CH3:14], predict the reactants needed to synthesize it. The reactants are: C(=O)([O-])[O-].[K+].[K+].[Br:7][C:8]1[C:9](Cl)=[N:10][CH:11]=[C:12]([N+:15]([O-:17])=[O:16])[C:13]=1[CH3:14].O.[Cl:20][C:21]1[CH:26]=[CH:25][C:24]([OH:27])=[CH:23][C:22]=1[C:28]([F:31])([F:30])[F:29]. (3) Given the product [S:6]1[CH:10]=[CH:9][CH:8]=[C:7]1[CH2:11][CH2:12][CH2:13][C:14]([O:16][CH3:17])=[O:15], predict the reactants needed to synthesize it. The reactants are: OS(O)(=O)=O.[S:6]1[CH:10]=[CH:9][CH:8]=[C:7]1[CH2:11][CH2:12][CH2:13][C:14]([OH:16])=[O:15].[CH3:17]O. (4) Given the product [Br:24][C:13]1[CH2:14][CH:15]([C:16]([O:18][CH2:19][CH3:20])=[O:17])[N:11]([C:6]2[C:5]([Cl:4])=[CH:10][CH:9]=[CH:8][N:7]=2)[N:12]=1, predict the reactants needed to synthesize it. The reactants are: C(#N)C.[Cl:4][C:5]1[C:6]([N:11]2[CH:15]([C:16]([O:18][CH2:19][CH3:20])=[O:17])[CH2:14][C:13](=O)[NH:12]2)=[N:7][CH:8]=[CH:9][CH:10]=1.P(Br)(Br)([Br:24])=O.C(=O)([O-])[O-].[Na+].[Na+]. (5) Given the product [CH:10]1[C:11]2[N:12]([CH2:23][CH:24]([N:26]([CH3:28])[CH3:27])[CH3:25])[C:13]3[C:5](=[CH:4][CH:3]=[CH:2][CH:1]=3)[C:6]=2[CH:7]=[CH:8][CH:9]=1, predict the reactants needed to synthesize it. The reactants are: [CH:1]1[C:13]2[NH:12][C:11]3[C:6](=[CH:7][CH:8]=[CH:9][CH:10]=3)[C:5]=2[CH:4]=[CH:3][CH:2]=1.CN(C=O)C.[H-].[Na+].Cl.Cl[CH2:23][CH:24]([N:26]([CH3:28])[CH3:27])[CH3:25]. (6) The reactants are: [C:1]1(C)C=CC=CC=1.[CH3:8][C:9]1[CH:18]=[CH:17][C:16]2[C:11](=[CH:12][CH:13]=[CH:14][C:15]=2[N:19]2[CH2:24][CH2:23][N:22]([CH2:25][C:26]([C:28]3[CH:29]=[CH:30][C:31]4[O:36][CH2:35][C:34](=[O:37])[NH:33][C:32]=4[CH:38]=3)=O)[CH2:21][CH2:20]2)[N:10]=1. Given the product [CH3:8][C:9]1[CH:18]=[CH:17][C:16]2[C:11](=[CH:12][CH:13]=[CH:14][C:15]=2[N:19]2[CH2:20][CH2:21][N:22]([CH2:25][C:26]([C:28]3[CH:29]=[CH:30][C:31]4[O:36][CH2:35][C:34](=[O:37])[NH:33][C:32]=4[CH:38]=3)=[CH2:1])[CH2:23][CH2:24]2)[N:10]=1, predict the reactants needed to synthesize it. (7) The reactants are: C(=O)([O-])[O-].[K+].[K+].Cl.[S:8]1[CH:12]=[CH:11][C:10]2[C:13]([N:17]3[CH2:22][CH2:21][NH:20][CH2:19][CH2:18]3)=[CH:14][CH:15]=[CH:16][C:9]1=2.[Cl:23][CH2:24][CH2:25][CH2:26][CH2:27][O:28][C:29]1[CH:38]=[C:37]2[C:32]([CH:33]=[CH:34][C:35](=[O:39])[NH:36]2)=[CH:31][CH:30]=1.Cl. Given the product [ClH:23].[S:8]1[CH:12]=[CH:11][C:10]2[C:13]([N:17]3[CH2:22][CH2:21][N:20]([CH2:24][CH2:25][CH2:26][CH2:27][O:28][C:29]4[CH:38]=[C:37]5[C:32]([CH:33]=[CH:34][C:35](=[O:39])[NH:36]5)=[CH:31][CH:30]=4)[CH2:19][CH2:18]3)=[CH:14][CH:15]=[CH:16][C:9]1=2, predict the reactants needed to synthesize it. (8) Given the product [Br:25][C:22]1[CH:21]=[CH:20][C:19]([O:18][C:15]2[N:14]=[CH:13][C:12]([N:8]3[C:7]4([C:5](=[O:4])[NH:34][C:32](=[O:33])[NH:31][C:26]4=[O:27])[CH2:11][CH2:10][C:9]3=[O:38])=[CH:17][CH:16]=2)=[CH:24][CH:23]=1, predict the reactants needed to synthesize it. The reactants are: [Na].C([O:4][C:5]([C:7]1([C:26](OCC)=[O:27])[CH2:11][CH2:10][CH2:9][N:8]1[C:12]1[CH:13]=[N:14][C:15]([O:18][C:19]2[CH:24]=[CH:23][C:22]([Br:25])=[CH:21][CH:20]=2)=[CH:16][CH:17]=1)=O)C.[NH2:31][C:32]([NH2:34])=[O:33].Cl.C([OH:38])C.